Dataset: Reaction yield outcomes from USPTO patents with 853,638 reactions. Task: Predict the reaction yield, written as a fraction of the theoretical maximum amount of product (1.0 means a 100% yield; for example, 0.34 means a 34% yield). The reactants are Cl.[CH2:2]([O:5][NH2:6])[CH:3]=[CH2:4].N1C=CC=CC=1.[N+:13]([C:16]1[CH:21]=[CH:20][CH:19]=[CH:18][C:17]=1[S:22](Cl)(=[O:24])=[O:23])([O-:15])=[O:14]. The catalyst is C(Cl)Cl. The product is [CH2:2]([O:5][NH:6][S:22]([C:17]1[CH:18]=[CH:19][CH:20]=[CH:21][C:16]=1[N+:13]([O-:15])=[O:14])(=[O:23])=[O:24])[CH:3]=[CH2:4]. The yield is 0.760.